This data is from Reaction yield outcomes from USPTO patents with 853,638 reactions. The task is: Predict the reaction yield, written as a fraction of the theoretical maximum amount of product (1.0 means a 100% yield; for example, 0.34 means a 34% yield). (1) The reactants are [NH2:1][CH2:2][C:3]1[CH:11]=[CH:10][C:6]([C:7]([OH:9])=[O:8])=[CH:5][CH:4]=1.C(N(CC)CC)C.[F:19][C:20]([F:31])([F:30])[C:21](O[C:21](=[O:22])[C:20]([F:31])([F:30])[F:19])=[O:22].C(=O)(O)[O-].[Na+].Cl. The catalyst is ClCCl. The product is [F:19][C:20]([F:31])([F:30])[C:21]([NH:1][CH2:2][C:3]1[CH:4]=[CH:5][C:6]([C:7]([OH:9])=[O:8])=[CH:10][CH:11]=1)=[O:22]. The yield is 0.878. (2) The reactants are [Cl:1][C:2]1[CH:3]=[C:4]2[C:10]([C:11]3[N:16]=[C:15]([NH:17][C@H:18]4[CH2:22][CH2:21][N:20]([C:23]([C:25]5([CH3:29])[CH2:28][O:27][CH2:26]5)=[O:24])[CH2:19]4)[C:14]([F:30])=[CH:13][N:12]=3)=[CH:9][NH:8][C:5]2=[N:6][CH:7]=1.Cl.ClC1C=C2C(C3N=C(N[C@@H]4CCNC4)C(F)=CN=3)=CN(S(C3C=CC(C)=CC=3)(=O)=O)C2=NC=1.CC1(C(O)=O)COC1. No catalyst specified. The product is [Cl:1][C:2]1[CH:3]=[C:4]2[C:10]([C:11]3[N:16]=[C:15]([NH:17][C@@H:18]4[CH2:22][CH2:21][N:20]([C:23]([C:25]5([CH3:29])[CH2:28][O:27][CH2:26]5)=[O:24])[CH2:19]4)[C:14]([F:30])=[CH:13][N:12]=3)=[CH:9][NH:8][C:5]2=[N:6][CH:7]=1. The yield is 0.440. (3) The reactants are Br[C:2]1[N:6]([CH2:7][C:8]([F:11])([F:10])[F:9])[N:5]=[CH:4][C:3]=1[N+:12]([O-:14])=[O:13].[N:15]1([C:22]([O:24][C:25]([CH3:28])([CH3:27])[CH3:26])=[O:23])[CH2:21][CH2:20][CH2:19][NH:18][CH2:17][CH2:16]1. No catalyst specified. The product is [N+:12]([C:3]1[CH:4]=[N:5][N:6]([CH2:7][C:8]([F:11])([F:10])[F:9])[C:2]=1[N:18]1[CH2:19][CH2:20][CH2:21][N:15]([C:22]([O:24][C:25]([CH3:28])([CH3:27])[CH3:26])=[O:23])[CH2:16][CH2:17]1)([O-:14])=[O:13]. The yield is 0.910. (4) The reactants are Br[C:2]1[CH:7]=[CH:6][C:5]([C:8]2[C:9](=[O:23])[O:10][C:11]3[C:16]([CH:17]=2)=[CH:15][CH:14]=[C:13]([N:18]([CH2:21][CH3:22])[CH2:19][CH3:20])[CH:12]=3)=[CH:4][CH:3]=1.[C:24]1([NH:34][C:35]2[CH:40]=[CH:39][CH:38]=[CH:37][CH:36]=2)[C:33]2[C:28](=[CH:29][CH:30]=[CH:31][CH:32]=2)[CH:27]=[CH:26][CH:25]=1.CC([O-])(C)C.[K+].P(C(C)(C)C)(C(C)(C)C)C(C)(C)C.[H][H]. The catalyst is C1C=CC(/C=C/C(/C=C/C2C=CC=CC=2)=O)=CC=1.C1C=CC(/C=C/C(/C=C/C2C=CC=CC=2)=O)=CC=1.C1C=CC(/C=C/C(/C=C/C2C=CC=CC=2)=O)=CC=1.[Pd].[Pd].CO.C1(C)C=CC=CC=1. The product is [CH2:19]([N:18]([CH2:21][CH3:22])[C:13]1[CH:12]=[C:11]2[C:16]([CH:17]=[C:8]([C:5]3[CH:6]=[CH:7][C:2]([N:34]([C:24]4[C:33]5[C:28](=[CH:29][CH:30]=[CH:31][CH:32]=5)[CH:27]=[CH:26][CH:25]=4)[C:35]4[CH:40]=[CH:39][CH:38]=[CH:37][CH:36]=4)=[CH:3][CH:4]=3)[C:9](=[O:23])[O:10]2)=[CH:15][CH:14]=1)[CH3:20]. The yield is 0.710. (5) The reactants are [NH2:1][C:2]1[CH:10]=[CH:9][C:8]([O:11][CH3:12])=[CH:7][C:3]=1[C:4]([OH:6])=O.[NH2:13][CH2:14][CH2:15][CH2:16][C@H:17]1[O:21][C:20](=[O:22])[N:19]([C:23]2[CH:24]=[CH:25][C:26]3[S:31][CH2:30][C:29](=[O:32])[NH:28][C:27]=3[CH:33]=2)[CH2:18]1. No catalyst specified. The product is [NH2:1][C:2]1[CH:10]=[CH:9][C:8]([O:11][CH3:12])=[CH:7][C:3]=1[C:4]([NH:13][CH2:14][CH2:15][CH2:16][C@H:17]1[O:21][C:20](=[O:22])[N:19]([C:23]2[CH:24]=[CH:25][C:26]3[S:31][CH2:30][C:29](=[O:32])[NH:28][C:27]=3[CH:33]=2)[CH2:18]1)=[O:6]. The yield is 0.820. (6) The reactants are [NH:1]1[C:5]2=[N:6][CH:7]=[C:8]([NH:10][C:11](=[O:20])[O:12][CH2:13][C:14]3[CH:19]=[CH:18][CH:17]=[CH:16][CH:15]=3)[CH:9]=[C:4]2[CH:3]=[CH:2]1.[Br:21]Br. The catalyst is C(Cl)(Cl)Cl.C(Cl)Cl. The product is [Br:21][C:3]1[C:4]2[C:5](=[N:6][CH:7]=[C:8]([NH:10][C:11](=[O:20])[O:12][CH2:13][C:14]3[CH:15]=[CH:16][CH:17]=[CH:18][CH:19]=3)[CH:9]=2)[NH:1][CH:2]=1. The yield is 0.830. (7) The reactants are [N+:1]([CH2:4][CH:5]1[C:14]2[CH:15]=[CH:16][S:17][C:13]=2[C:12]2[CH:11]=[CH:10][CH:9]=[CH:8][C:7]=2[O:6]1)([O-])=O.[NH4+].[Cl-]. The catalyst is CC(O)=O.[Fe]. The product is [S:17]1[C:13]2[C:12]3[CH:11]=[CH:10][CH:9]=[CH:8][C:7]=3[O:6][CH:5]([CH2:4][NH2:1])[C:14]=2[CH:15]=[CH:16]1. The yield is 0.960.